From a dataset of Catalyst prediction with 721,799 reactions and 888 catalyst types from USPTO. Predict which catalyst facilitates the given reaction. (1) Reactant: [CH2:1]([O:3][C:4](=[O:17])[CH:5]([OH:16])[C:6]1[CH:11]=[CH:10][C:9]([C:12]([F:15])([F:14])[F:13])=[CH:8][CH:7]=1)[CH3:2].CCN(C(C)C)C(C)C.[CH3:27][S:28](Cl)(=[O:30])=[O:29]. Product: [CH2:1]([O:3][C:4](=[O:17])[CH:5]([O:16][S:28]([CH3:27])(=[O:30])=[O:29])[C:6]1[CH:7]=[CH:8][C:9]([C:12]([F:13])([F:14])[F:15])=[CH:10][CH:11]=1)[CH3:2]. The catalyst class is: 2. (2) Reactant: [C:1]([O:5][C:6]([NH:8][CH:9]1[CH2:14][CH2:13][CH2:12][CH:11]([C:15]([OH:17])=O)[CH2:10]1)=[O:7])([CH3:4])([CH3:3])[CH3:2].C(N(CC)CC)C.F[P-](F)(F)(F)(F)F.N1(O[P+](N2CCCC2)(N2CCCC2)N2CCCC2)C2C=CC=CC=2N=N1.Cl.[CH3:59][NH:60][O:61][CH3:62]. Product: [CH3:62][O:61][N:60]([CH3:59])[C:15]([CH:11]1[CH2:12][CH2:13][CH2:14][CH:9]([NH:8][C:6](=[O:7])[O:5][C:1]([CH3:2])([CH3:3])[CH3:4])[CH2:10]1)=[O:17]. The catalyst class is: 2. (3) Reactant: [Br:1][C:2]1[CH:3]=[C:4]([N+:10]([O-:12])=[O:11])[C:5]([CH3:9])=[C:6]([CH:8]=1)N.B(F)(F)[F:14].CCOCC.N(OC(C)(C)C)=O. Product: [Br:1][C:2]1[CH:3]=[C:4]([N+:10]([O-:12])=[O:11])[C:5]([CH3:9])=[C:6]([F:14])[CH:8]=1. The catalyst class is: 266. (4) Reactant: [C:1]([O-:4])(=O)[CH3:2].[Na+].[NH2:6][C:7]1[CH:8]=[C:9]2[C:13](=[CH:14][CH:15]=1)[CH2:12][CH2:11][CH2:10]2. Product: [CH2:12]1[C:13]2[C:9](=[CH:8][C:7]([NH:6][C:1](=[O:4])[CH3:2])=[CH:15][CH:14]=2)[CH2:10][CH2:11]1. The catalyst class is: 152. (5) Reactant: C([O:4][C:5]1[CH:6]=[C:7]([S:11][CH2:12][C:13](=O)[CH2:14][CH2:15][C:16]([O:18][CH2:19][CH3:20])=[O:17])[CH:8]=[CH:9][CH:10]=1)(=O)C. Product: [OH:4][C:5]1[CH:10]=[CH:9][C:8]2[C:13]([CH2:14][CH2:15][C:16]([O:18][CH2:19][CH3:20])=[O:17])=[CH:12][S:11][C:7]=2[CH:6]=1. The catalyst class is: 65. (6) Reactant: Cl.Cl[CH2:3][C:4]1[CH:5]=[N:6][CH:7]=[CH:8][CH:9]=1.C(=O)([O-])[O-].[K+].[K+].[Br:16][C:17]1[CH:30]=[CH:29][CH:28]=[C:27]2[C:18]=1[O:19][C:20]1[CH:21]=[CH:22][C:23]([OH:31])=[CH:24][C:25]=1[CH2:26]2.C(OCC)(=O)C. Product: [Br:16][C:17]1[CH:30]=[CH:29][CH:28]=[C:27]2[C:18]=1[O:19][C:20]1[CH:21]=[CH:22][C:23]([O:31][CH2:3][C:4]3[CH:5]=[N:6][CH:7]=[CH:8][CH:9]=3)=[CH:24][C:25]=1[CH2:26]2. The catalyst class is: 80. (7) Reactant: [Li][CH:2]([CH2:4][CH3:5])[CH3:3].[CH2:6]1[CH2:11]CCCC1.[C:12](=[O:14])=O.CC(C)=O.C[N:20]([CH2:22][CH2:23]N(C)C)C.C(NC(=O)C1C=CC=CC=1[Cl:37])C.[C:39]1([Si:45]([CH3:49])([CH:47]=[CH2:48])Cl)[CH:44]=[CH:43][CH:42]=[CH:41][CH:40]=1.C(O)(=O)CC(CC(O)=O)(C(O)=O)O. Product: [Cl:37][C:3]1[CH:6]=[CH:11][CH:5]=[C:4]([Si:45]([CH:47]=[CH2:48])([CH3:49])[C:39]2[CH:44]=[CH:43][CH:42]=[CH:41][CH:40]=2)[C:2]=1[C:12]([NH:20][CH2:22][CH3:23])=[O:14]. The catalyst class is: 1.